This data is from Catalyst prediction with 721,799 reactions and 888 catalyst types from USPTO. The task is: Predict which catalyst facilitates the given reaction. (1) Reactant: P(Cl)(Cl)(Cl)=O.[CH3:6][C:7]1[CH:27]=[C:26]([C:28]2[C:32]([CH3:33])=[C:31]([C:34]([NH2:36])=O)[N:30]([CH3:37])[N:29]=2)[CH:25]=[CH:24][C:8]=1[O:9][CH2:10][C:11]1[CH:16]=[CH:15][CH:14]=[CH:13][C:12]=1[N:17]1[C:21](=[O:22])[N:20]([CH3:23])[N:19]=[N:18]1.N1C=CC=CC=1. Product: [CH3:6][C:7]1[CH:27]=[C:26]([C:28]2[C:32]([CH3:33])=[C:31]([C:34]#[N:36])[N:30]([CH3:37])[N:29]=2)[CH:25]=[CH:24][C:8]=1[O:9][CH2:10][C:11]1[CH:16]=[CH:15][CH:14]=[CH:13][C:12]=1[N:17]1[C:21](=[O:22])[N:20]([CH3:23])[N:19]=[N:18]1. The catalyst class is: 6. (2) Reactant: [Si:1]([O:8][CH2:9][CH2:10][O:11][C:12]1[CH:13]=[CH:14][C:15]([CH:28]=O)=[N:16][C:17]=1[C:18]1[CH:23]=[CH:22][C:21]([S:24]([CH3:27])(=[O:26])=[O:25])=[CH:20][CH:19]=1)([C:4]([CH3:7])([CH3:6])[CH3:5])([CH3:3])[CH3:2].[NH2:30][C:31]1[CH:39]=[C:38]([O:40][CH3:41])[CH:37]=[C:36]([O:42][CH3:43])[C:32]=1[C:33]([NH2:35])=[O:34].OS([O-])=O.[Na+].O.C1(C)C=CC(S(O)(=O)=O)=CC=1. Product: [Si:1]([O:8][CH2:9][CH2:10][O:11][C:12]1[CH:13]=[CH:14][C:15]([C:28]2[NH:35][C:33](=[O:34])[C:32]3[C:31](=[CH:39][C:38]([O:40][CH3:41])=[CH:37][C:36]=3[O:42][CH3:43])[N:30]=2)=[N:16][C:17]=1[C:18]1[CH:19]=[CH:20][C:21]([S:24]([CH3:27])(=[O:25])=[O:26])=[CH:22][CH:23]=1)([C:4]([CH3:7])([CH3:6])[CH3:5])([CH3:3])[CH3:2]. The catalyst class is: 80. (3) Reactant: [H-].[Al+3].[Li+].[H-].[H-].[H-].[CH3:7][N:8]([CH:16]1[CH2:21][CH2:20][C:19]([C:22]2[C:26]3=[N:27][CH:28]=[CH:29][CH:30]=[C:25]3[NH:24][CH:23]=2)=[CH:18][CH2:17]1)[C:9](=O)OC(C)(C)C.C(OCC)(=O)C. Product: [CH3:7][N:8]([CH3:9])[CH:16]1[CH2:21][CH2:20][C:19]([C:22]2[C:26]3=[N:27][CH:28]=[CH:29][CH:30]=[C:25]3[NH:24][CH:23]=2)=[CH:18][CH2:17]1. The catalyst class is: 7.